From a dataset of Experimentally validated miRNA-target interactions with 360,000+ pairs, plus equal number of negative samples. Binary Classification. Given a miRNA mature sequence and a target amino acid sequence, predict their likelihood of interaction. (1) The miRNA is hsa-miR-548h-5p with sequence AAAAGUAAUCGCGGUUUUUGUC. The protein sequence of the target gene is MDSDDEMVEEAVEGHLDDDGLPHGFCTVTYSSTDRFEGNFVHGEKNGRGKFFFFDGSTLEGYYVDDALQGQGVYTYEDGGVLQGTYVDGELNGPAQEYDTDGRLIFKGQYKDNIRHGVCWIYYPDGGSLVGEVNEDGEMTGEKIAYVYPDERTALYGKFIDGEMIEGKLATLMSTEEGRPHFELMPGNSVYHFDKSTSSCISTNALLPDPYESERVYVAESLISSAGEGLFSKVAVGPNTVMSFYNGVRITHQEVDSRDWALNGNTLSLDEETVIDVPEPYNHVSKYCASLGHKANHSFT.... Result: 1 (interaction). (2) The miRNA is mmu-miR-127-5p with sequence CUGAAGCUCAGAGGGCUCUGAU. The protein sequence of the target gene is MRSKARARKLAKSDGDVVNNMYEPDPDLLAGQSAEEETEDGILSPIPMGPPSPFPTSEDFTPKEGSPYEAPVYIPEDIPIPPDFELRESSIPGAGLGIWAKRKMEIGERFGPYVVTPRAALKEADFGWEMLTDTEVSSQESCIKKQISEDLGSEKFCVDANQAGSGSWLKYIRVACSCDDQNLAMCQINEQIYYKVIKDIEPGEELLVHVKEGAYSLGVMAPSLDEDPTFRCDECDELFQCRLDLRRHKKYACSSAGAQLYEGLGEELKPEGLGVGSDGQAHECKDCERMFPNKYSLEQH.... Result: 0 (no interaction). (3) The miRNA is gga-miR-9-5p with sequence UCUUUGGUUAUCUAGCUGUAUGA. The protein sequence of the target gene is MDSEAFQSARDFLDMNFQSLAMKHMDLKQMELDTAAAKVDELTKQLESLWSDSPAPPGPQAGPPSRPPRYSSSSIPEPFGSRGSPRKAATDGADTPFGRSESAPTLHPYSPLSPKGRPSSPRTPLYLQPDAYGSLDRATSPRPRAFDGAGSSLGRAPSPRPGPGPLRQQGPPTPFDFLGRAGSPRGSPLAEGPQAFFPERGPSPRPPATAYDAPASAFGSSLLGSGGSAFAPPLRAQDDLTLRRRPPKAWNESDLDVAYEKKPSQTASYERLDVFARPASPSLQLLPWRESSLDGLGGTG.... Result: 0 (no interaction). (4) The miRNA is hsa-miR-181a-2-3p with sequence ACCACUGACCGUUGACUGUACC. The protein sequence of the target gene is MEGEGGGSGGAGTSGDSGDGGEQLLTVKHELRTANLTGHAEKVGIENFELLKVLGTGAYGKVFLVRKISGHDAGKLYAMKVLKKATIVQKAKTTEHTRTERQVLEHIRQSPFLVTLHYAFQTETKLHLILDYINGGELFTHLSQRERFTEHEVQIYVGEIVLALEHLHKLGIIYRDIKLENILLDSNGHVVLTDFGLSKEFVADETERAYSFCGTIEYMAPDIVRGGDSGHDKAVDWWSLGVLMYELLTGASPFTVDGEKNSQAEISRRILKSEPPYPQEMSTVAKDLLQRLLMKDPKKR.... Result: 0 (no interaction).